Dataset: Forward reaction prediction with 1.9M reactions from USPTO patents (1976-2016). Task: Predict the product of the given reaction. Given the reactants [C:1]1([CH3:16])[CH:6]=[CH:5][CH:4]=[CH:3][C:2]=1[CH2:7][CH2:8][C:9]1[CH:14]=[CH:13][N:12]=[C:11]([NH2:15])[CH:10]=1.[C:17]([N:25]=[C:26]=[O:27])(=[O:24])[C:18]1[CH:23]=[CH:22][CH:21]=[CH:20][CH:19]=1, predict the reaction product. The product is: [C:17]([NH:25][C:26]([NH:15][C:11]1[CH:10]=[C:9]([CH2:8][CH2:7][C:2]2[CH:3]=[CH:4][CH:5]=[CH:6][C:1]=2[CH3:16])[CH:14]=[CH:13][N:12]=1)=[O:27])(=[O:24])[C:18]1[CH:23]=[CH:22][CH:21]=[CH:20][CH:19]=1.